This data is from Reaction yield outcomes from USPTO patents with 853,638 reactions. The task is: Predict the reaction yield, written as a fraction of the theoretical maximum amount of product (1.0 means a 100% yield; for example, 0.34 means a 34% yield). (1) The reactants are [CH3:1][C:2]([CH3:52])([CH3:51])/[CH:3]=[CH:4]/[C@H:5]1[O:10]C(C)(C)[O:8][C@@H:7]([C@@H:13]([O:48][CH3:49])[C:14]([NH:16][C@@H:17]2[C:23](=[O:24])[N:22]([CH2:25][C:26]3[CH:27]=[N:28][CH:29]=[CH:30][CH:31]=3)[CH2:21][C@H:20]([O:32][C:33](=[O:47])[CH2:34][CH2:35][CH2:36][CH2:37][CH2:38][CH2:39][CH2:40][CH2:41][CH2:42][CH2:43][CH2:44][CH2:45][CH3:46])[CH2:19][CH2:18]2)=[O:15])[C@@H:6]1[OH:50]. The catalyst is C(O)(C(F)(F)F)=O.C1COCC1.O. The product is [O:24]=[C:23]1[N:22]([CH2:25][C:26]2[CH:27]=[N:28][CH:29]=[CH:30][CH:31]=2)[CH2:21][C@H:20]([O:32][C:33](=[O:47])[CH2:34][CH2:35][CH2:36][CH2:37][CH2:38][CH2:39][CH2:40][CH2:41][CH2:42][CH2:43][CH2:44][CH2:45][CH3:46])[CH2:19][CH2:18][C@@H:17]1[NH:16][C:14](=[O:15])[C@H:13]([O:48][CH3:49])[C@H:7]([OH:8])[C@@H:6]([OH:50])[C@H:5]([OH:10])/[CH:4]=[CH:3]/[C:2]([CH3:1])([CH3:51])[CH3:52]. The yield is 0.707. (2) The reactants are C(OC1C=CC([C@@H]2C[C@H]2N)=CC=1)C1C=CC=CC=1.[Br:19][C:20]1[CH:25]=[CH:24][C:23]([C@@H:26]2[CH2:28][C@H:27]2[N+:29]([O-])=O)=[CH:22][CH:21]=1. No catalyst specified. The product is [Br:19][C:20]1[CH:21]=[CH:22][C:23]([C@@H:26]2[CH2:28][C@H:27]2[NH2:29])=[CH:24][CH:25]=1. The yield is 0.100. (3) The reactants are Cl.[CH2:2]([O:9][C:10]1[CH:15]=[CH:14][C:13]([NH:16][C:17]2[C:26]3[C:21](=[CH:22][C:23]([F:34])=[C:24]([C:27]4[O:31][C:30]([CH:32]=O)=[CH:29][CH:28]=4)[CH:25]=3)[N:20]=[CH:19][N:18]=2)=[CH:12][CH:11]=1)[C:3]1[CH:8]=[CH:7][CH:6]=[CH:5][CH:4]=1.C(N(C(C)C)CC)(C)C.[CH3:44][S:45]([CH2:48][CH2:49][NH2:50])(=[O:47])=[O:46].C(O[BH-](OC(=O)C)OC(=O)C)(=O)C.[Na+]. The catalyst is ClCCCl.C(O)(=O)C. The product is [CH2:2]([O:9][C:10]1[CH:15]=[CH:14][C:13]([NH:16][C:17]2[C:26]3[C:21](=[CH:22][C:23]([F:34])=[C:24]([C:27]4[O:31][C:30]([CH2:32][NH:50][CH2:49][CH2:48][S:45]([CH3:44])(=[O:47])=[O:46])=[CH:29][CH:28]=4)[CH:25]=3)[N:20]=[CH:19][N:18]=2)=[CH:12][CH:11]=1)[C:3]1[CH:4]=[CH:5][CH:6]=[CH:7][CH:8]=1. The yield is 0.610. (4) The reactants are [I:1][C:2]1[CH:7]=[CH:6][C:5]([C:8]2[NH:9][C:10]3[CH:16]=[CH:15][CH:14]=[CH:13][C:11]=3[N:12]=2)=[CH:4][CH:3]=1.I[CH3:18].[H-].[Na+]. The catalyst is CN(C=O)C. The product is [CH3:18][N:12]1[C:11]2[CH:13]=[CH:14][CH:15]=[CH:16][C:10]=2[N:9]=[C:8]1[C:5]1[CH:4]=[CH:3][C:2]([I:1])=[CH:7][CH:6]=1. The yield is 0.590. (5) The yield is 0.400. The reactants are [Br:1][C:2]1[CH:10]=[C:9]([C:11]([F:14])([F:13])[F:12])[CH:8]=[C:7]2[C:3]=1[CH:4]=[CH:5][NH:6]2.[H-].[Na+].Br[CH:18]([CH3:20])[CH3:19]. The product is [Br:1][C:2]1[CH:10]=[C:9]([C:11]([F:12])([F:13])[F:14])[CH:8]=[C:7]2[C:3]=1[CH:4]=[CH:5][N:6]2[CH:18]([CH3:20])[CH3:19]. The catalyst is CN(C=O)C. (6) The reactants are [NH:1]1[CH2:5][CH2:4][CH2:3][C:2]1=[O:6].[H-].[Na+].Br[CH2:10][C:11]1[CH:16]=[CH:15][CH:14]=[C:13]([F:17])[C:12]=1[F:18].O. The catalyst is CN(C)C=O. The product is [F:18][C:12]1[C:13]([F:17])=[CH:14][CH:15]=[CH:16][C:11]=1[CH2:10][N:1]1[CH2:5][CH2:4][CH2:3][C:2]1=[O:6]. The yield is 0.712. (7) The reactants are [Cl:1][C:2]1[N:11]=[CH:10][CH:9]=[CH:8][C:3]=1[C:4](OC)=[O:5].[H-].[H-].[H-].[H-].[Li+].[Al+3]. The catalyst is C1COCC1. The product is [Cl:1][C:2]1[C:3]([CH2:4][OH:5])=[CH:8][CH:9]=[CH:10][N:11]=1. The yield is 1.00.